Task: Predict the reactants needed to synthesize the given product.. Dataset: Full USPTO retrosynthesis dataset with 1.9M reactions from patents (1976-2016) (1) Given the product [CH2:44]([N:42]([CH2:40][C:39]1[CH:19]=[CH:18][C:17]([O:22][CH2:39][CH2:40][N:42]([CH2:44][CH3:45])[CH3:43])=[CH:16][CH:15]=1)[C:43]1[CH:9]=[C:8]([O:10][CH3:11])[CH:7]=[CH:6][C:5]=1[C@@H:12]1[CH2:21][CH2:20][C:19]2[CH:18]=[C:17]([OH:22])[CH:16]=[CH:15][C:14]=2[CH2:13]1)[CH3:45], predict the reactants needed to synthesize it. The reactants are: C(N(C(=O)C1C=CC(O)=CC=1)C1[CH:9]=[C:8]([O:10][CH3:11])[CH:7]=[CH:6][C:5]=1[C@@H:12]1[CH2:21][CH2:20][C:19]2[CH:18]=[C:17]([O:22]C(=O)C(C)(C)C)[CH:16]=[CH:15][C:14]=2[CH2:13]1)C.Cl[CH2:39][C:40]([N:42]([CH2:44][CH3:45])[CH3:43])=O. (2) The reactants are: [CH2:1]([O:3][C:4]([C:6]1[CH:7]=[C:8]2[C:13](=[CH:14][CH:15]=1)[NH:12][C:11]([CH2:16][CH3:17])=[CH:10][C:9]2=[O:18])=[O:5])[CH3:2].[H-].[Na+].[CH3:21][C:22]1[C:23]([N:28]([CH2:53][O:54][CH2:55][CH2:56][O:57][CH3:58])[S:29]([C:32]2[S:33][C:34]([CH3:52])=[CH:35][C:36]=2[C:37]2[CH:48]=[CH:47][C:40]([CH2:41]OS(C)(=O)=O)=[CH:39][C:38]=2[CH2:49][O:50][CH3:51])(=[O:31])=[O:30])=[N:24][O:25][C:26]=1[CH3:27].O. Given the product [CH2:1]([O:3][C:4]([C:6]1[CH:7]=[C:8]2[C:13](=[CH:14][CH:15]=1)[N:12]=[C:11]([CH2:16][CH3:17])[CH:10]=[C:9]2[O:18][CH2:41][C:40]1[CH:47]=[CH:48][C:37]([C:36]2[CH:35]=[C:34]([CH3:52])[S:33][C:32]=2[S:29](=[O:30])(=[O:31])[N:28]([C:23]2[C:22]([CH3:21])=[C:26]([CH3:27])[O:25][N:24]=2)[CH2:53][O:54][CH2:55][CH2:56][O:57][CH3:58])=[C:38]([CH2:49][O:50][CH3:51])[CH:39]=1)=[O:5])[CH3:2], predict the reactants needed to synthesize it. (3) Given the product [CH2:1]([N:3]([CH3:37])[S:4]([NH:7][C:8]1[C:9]([F:36])=[C:10]([CH:11]=[CH:12][CH:13]=1)[C:14]([C:15]1[C:23]2[C:22]([CH3:24])=[N:21][CH:20]=[N:19][C:18]=2[N:17]([S:25]([C:28]2[CH:29]=[CH:30][C:31]([CH3:34])=[CH:32][CH:33]=2)(=[O:26])=[O:27])[CH:16]=1)=[O:35])(=[O:6])=[O:5])[CH3:2], predict the reactants needed to synthesize it. The reactants are: [CH2:1]([N:3]([CH3:37])[S:4]([NH:7][C:8]1[C:9]([F:36])=[C:10]([CH:14]([OH:35])[C:15]2[C:23]3[C:22]([CH3:24])=[N:21][CH:20]=[N:19][C:18]=3[N:17]([S:25]([C:28]3[CH:33]=[CH:32][C:31]([CH3:34])=[CH:30][CH:29]=3)(=[O:27])=[O:26])[CH:16]=2)[CH:11]=[CH:12][CH:13]=1)(=[O:6])=[O:5])[CH3:2].CC(OI1(OC(C)=O)(OC(C)=O)OC(=O)C2C=CC=CC1=2)=O. (4) Given the product [OH:10][C:11]1[C:12]([CH3:31])=[C:13]([CH3:30])[C:14]([NH:18][C:19](=[O:29])[C:20]2[C:21]([CH3:28])=[CH:22][C:23]([CH3:27])=[CH:24][C:25]=2[CH3:26])=[N:15][C:16]=1[CH3:17], predict the reactants needed to synthesize it. The reactants are: CO.C([O:10][C:11]1[C:12]([CH3:31])=[C:13]([CH3:30])[C:14]([NH:18][C:19](=[O:29])[C:20]2[C:25]([CH3:26])=[CH:24][C:23]([CH3:27])=[CH:22][C:21]=2[CH3:28])=[N:15][C:16]=1[CH3:17])C1C=CC=CC=1. (5) The reactants are: [C:1]([C:4]1[C:12]2[C:7](=[CH:8][CH:9]=[C:10]([C:13]([O:15]C)=[O:14])[CH:11]=2)[N:6]([CH2:17][C:18]([OH:20])=O)[CH:5]=1)(=[O:3])[CH3:2].Cl.[Cl:22][C:23]1[C:24]([F:39])=[C:25]([CH:36]=[CH:37][CH:38]=1)[CH2:26][NH:27][C:28]([C@@H:30]1[CH2:35][C@@H:34]2[C@@H:32]([CH2:33]2)[NH:31]1)=[O:29]. Given the product [C:1]([C:4]1[C:12]2[C:7](=[CH:8][CH:9]=[C:10]([C:13]([OH:15])=[O:14])[CH:11]=2)[N:6]([CH2:17][C:18]([N:31]2[C@H:30]([C:28](=[O:29])[NH:27][CH2:26][C:25]3[CH:36]=[CH:37][CH:38]=[C:23]([Cl:22])[C:24]=3[F:39])[CH2:35][C@@H:34]3[C@H:32]2[CH2:33]3)=[O:20])[CH:5]=1)(=[O:3])[CH3:2], predict the reactants needed to synthesize it.